From a dataset of Forward reaction prediction with 1.9M reactions from USPTO patents (1976-2016). Predict the product of the given reaction. (1) Given the reactants [C:1]([O:5][C:6]([N:8]1[CH2:12][C@H:11]([OH:13])[C:10]([CH3:15])([CH3:14])[CH2:9]1)=[O:7])([CH3:4])([CH3:3])[CH3:2].F[C:17]1[C:18]([N+:23]([O-:25])=[O:24])=[N:19][CH:20]=[CH:21][CH:22]=1, predict the reaction product. The product is: [CH3:14][C:10]1([CH3:15])[C@@H:11]([O:13][C:17]2[C:18]([N+:23]([O-:25])=[O:24])=[N:19][CH:20]=[CH:21][CH:22]=2)[CH2:12][N:8]([C:6]([O:5][C:1]([CH3:4])([CH3:2])[CH3:3])=[O:7])[CH2:9]1. (2) Given the reactants [N-:1]=[N+:2]=[N-:3].[Na+].Br[CH2:6][CH2:7][CH2:8][CH2:9][C:10]([O:12][CH3:13])=[O:11].O, predict the reaction product. The product is: [CH3:13][O:12][C:10](=[O:11])[CH2:9][CH2:8][CH2:7][CH2:6][N:1]=[N+:2]=[N-:3]. (3) Given the reactants [NH2:1][CH:2]([C:11]1[C:16]([O:17][CH3:18])=[CH:15][N:14]=[CH:13][C:12]=1[O:19][CH3:20])[CH2:3][CH2:4][CH2:5][CH2:6][C:7]([O:9]C)=O.[C:21]1([C:29]2[CH:34]=[CH:33][CH:32]=[CH:31][CH:30]=2)[CH:26]=[CH:25][CH:24]=[C:23]([CH:27]=O)[CH:22]=1, predict the reaction product. The product is: [C:21]1([C:29]2[CH:30]=[CH:31][CH:32]=[CH:33][CH:34]=2)[CH:26]=[CH:25][CH:24]=[C:23]([CH2:27][N:1]2[CH:2]([C:11]3[C:16]([O:17][CH3:18])=[CH:15][N:14]=[CH:13][C:12]=3[O:19][CH3:20])[CH2:3][CH2:4][CH2:5][CH2:6][C:7]2=[O:9])[CH:22]=1. (4) Given the reactants Cl.[CH2:2]([C@@H:9]1NC(C)(C)N(C)C1=O)[C:3]1[CH:8]=CC=C[CH:4]=1.[CH:18]([CH:20]=[CH2:21])=[O:19].C=CC(=C)C, predict the reaction product. The product is: [CH3:8][C:3]1[CH2:2][CH2:9][C@@H:20]([CH:18]=[O:19])[CH2:21][CH:4]=1. (5) The product is: [C:1]([O:16][CH2:15][CH2:14][C:11]([CH3:17])([CH3:10])[CH2:12][OH:13])(=[O:8])[C:2]1[CH:7]=[CH:6][CH:5]=[CH:4][CH:3]=1. Given the reactants [C:1](Cl)(=[O:8])[C:2]1[CH:7]=[CH:6][CH:5]=[CH:4][CH:3]=1.[CH3:10][C:11]([CH3:17])([CH2:14][CH2:15][OH:16])[CH2:12][OH:13].C(N(CC)CC)C, predict the reaction product.